Dataset: Full USPTO retrosynthesis dataset with 1.9M reactions from patents (1976-2016). Task: Predict the reactants needed to synthesize the given product. (1) The reactants are: CO[C:3](=[O:24])[C:4]1[CH:9]=[CH:8][C:7]([O:10][CH2:11][C:12]2[C:13]([CH:18]3[CH2:23][CH2:22][CH2:21][CH2:20][CH2:19]3)=[N:14][O:15][C:16]=2[CH3:17])=[N:6][CH:5]=1.[CH2:25]([CH2:27][NH2:28])[OH:26]. Given the product [CH:18]1([C:13]2[C:12]([CH2:11][O:10][C:7]3[CH:8]=[CH:9][C:4]([C:3]([NH:28][CH2:27][CH2:25][OH:26])=[O:24])=[CH:5][N:6]=3)=[C:16]([CH3:17])[O:15][N:14]=2)[CH2:19][CH2:20][CH2:21][CH2:22][CH2:23]1, predict the reactants needed to synthesize it. (2) Given the product [C:30]([CH:26]1[CH2:27][CH2:28][CH2:29][N:24]([C:2]2[N:7]3[N:8]=[CH:9][CH:10]=[C:6]3[N:5]=[C:4]([NH:11][C:12](=[O:23])[C:13]3[CH:18]=[CH:17][C:16]([C:19]([OH:22])([CH3:21])[CH3:20])=[CH:15][CH:14]=3)[CH:3]=2)[CH2:25]1)#[N:31], predict the reactants needed to synthesize it. The reactants are: Cl[C:2]1[N:7]2[N:8]=[CH:9][CH:10]=[C:6]2[N:5]=[C:4]([NH:11][C:12](=[O:23])[C:13]2[CH:18]=[CH:17][C:16]([C:19]([OH:22])([CH3:21])[CH3:20])=[CH:15][CH:14]=2)[CH:3]=1.[NH:24]1[CH2:29][CH2:28][CH2:27][CH:26]([C:30]#[N:31])[CH2:25]1.